From a dataset of Full USPTO retrosynthesis dataset with 1.9M reactions from patents (1976-2016). Predict the reactants needed to synthesize the given product. (1) Given the product [F:1][C:2]1[CH:3]=[C:4]([NH:8][C:9]([NH:10][C:11]2[CH:40]=[CH:39][CH:38]=[C:13]([O:14][C:15]3[CH:24]=[C:23]4[C:18](=[CH:17][CH:16]=3)[N:19]=[CH:20][C:21]([N:25]3[CH2:26][CH2:27][NH:28][CH2:29][CH2:30]3)=[N:22]4)[CH:12]=2)=[O:41])[CH:5]=[CH:6][CH:7]=1, predict the reactants needed to synthesize it. The reactants are: [F:1][C:2]1[CH:3]=[C:4]([NH:8][C:9](=[O:41])[NH:10][C:11]2[CH:12]=[C:13]([CH:38]=[CH:39][CH:40]=2)[O:14][C:15]2[CH:24]=[C:23]3[C:18]([N:19]=[CH:20][C:21]([N:25]4[CH2:30][CH2:29][N:28](C(OC(C)(C)C)=O)[CH2:27][CH2:26]4)=[N:22]3)=[CH:17][CH:16]=2)[CH:5]=[CH:6][CH:7]=1.C(O)(C(F)(F)F)=O. (2) Given the product [NH2:22][C:19]1[N:18]=[CH:17][N:16]=[C:15]2[C:20]=1[N:21]=[C:13]([S:12][C:3]1[C:2]([Br:1])=[CH:11][C:6]3[O:7][CH2:8][CH2:9][O:10][C:5]=3[CH:4]=1)[N:14]2[CH2:23][CH2:24][CH:25]1[CH2:26][CH2:27][N:28]([C:36](=[O:37])[CH2:35][NH:34][C:31](=[O:33])[CH3:32])[CH2:29][CH2:30]1, predict the reactants needed to synthesize it. The reactants are: [Br:1][C:2]1[C:3]([S:12][C:13]2[N:14]([CH2:23][CH2:24][CH:25]3[CH2:30][CH2:29][NH:28][CH2:27][CH2:26]3)[C:15]3[C:20]([N:21]=2)=[C:19]([NH2:22])[N:18]=[CH:17][N:16]=3)=[CH:4][C:5]2[O:10][CH2:9][CH2:8][O:7][C:6]=2[CH:11]=1.[C:31]([NH:34][CH2:35][C:36](O)=[O:37])(=[O:33])[CH3:32]. (3) Given the product [NH2:15][CH2:14][C:13]1[C:12]([NH:19][C@H:20]([C:22]2[CH:23]=[CH:24][C:25]([F:28])=[CH:26][CH:27]=2)[CH3:21])=[N:11][C:10]([NH:9][C:6]2[CH:5]=[C:4]([CH:1]3[CH2:3][CH2:2]3)[NH:8][N:7]=2)=[C:17]([F:18])[CH:16]=1, predict the reactants needed to synthesize it. The reactants are: [CH:1]1([C:4]2[NH:8][N:7]=[C:6]([NH:9][C:10]3[C:17]([F:18])=[CH:16][C:13]([C:14]#[N:15])=[C:12]([NH:19][C@H:20]([C:22]4[CH:27]=[CH:26][C:25]([F:28])=[CH:24][CH:23]=4)[CH3:21])[N:11]=3)[CH:5]=2)[CH2:3][CH2:2]1.Cl.